Dataset: Full USPTO retrosynthesis dataset with 1.9M reactions from patents (1976-2016). Task: Predict the reactants needed to synthesize the given product. Given the product [F:16][C:17]1[CH:18]=[C:19]([C:38]#[N:39])[C:20]([C:23]2[CH:28]=[CH:27][CH:26]=[C:25]([C:2]3[C:3]4[C:8](=[N:7][C:6]([C:12]([F:15])([F:14])[F:13])=[CH:5][CH:4]=4)[N:9]=[CH:10][CH:11]=3)[CH:24]=2)=[CH:21][CH:22]=1, predict the reactants needed to synthesize it. The reactants are: Cl[C:2]1[CH:11]=[CH:10][N:9]=[C:8]2[C:3]=1[CH:4]=[CH:5][C:6]([C:12]([F:15])([F:14])[F:13])=[N:7]2.[F:16][C:17]1[CH:18]=[C:19]([C:38]#[N:39])[C:20]([C:23]2[CH:28]=[CH:27][CH:26]=[C:25](B3OC(C)(C)C(C)(C)O3)[CH:24]=2)=[CH:21][CH:22]=1.